This data is from Forward reaction prediction with 1.9M reactions from USPTO patents (1976-2016). The task is: Predict the product of the given reaction. (1) Given the reactants [C:1]([O:5][C:6](=[O:17])[NH:7][C@H:8]([C:10]1[CH:15]=[CH:14][C:13](Br)=[CH:12][CH:11]=1)[CH3:9])([CH3:4])([CH3:3])[CH3:2].[NH2:18][C:19]1[CH:24]=[N:23][CH:22]=[CH:21][N:20]=1.C(=O)([O-])[O-].[Cs+].[Cs+], predict the reaction product. The product is: [N:20]1[CH:21]=[CH:22][N:23]=[CH:24][C:19]=1[NH:18][C:13]1[CH:14]=[CH:15][C:10]([C@@H:8]([NH:7][C:6](=[O:17])[O:5][C:1]([CH3:4])([CH3:3])[CH3:2])[CH3:9])=[CH:11][CH:12]=1. (2) Given the reactants [C:1]([C:3]1[CH:8]=[CH:7][C:6]([C:9]2[CH:10]=[N:11][N:12]([C:15]3[CH:23]=[CH:22][C:18]([C:19](O)=[O:20])=[CH:17][N:16]=3)[C:13]=2[OH:14])=[C:5]([CH3:24])[CH:4]=1)#[N:2].Cl.C(N=C=NCCCN(C)C)C.C1C=CC2N(O)N=NC=2C=1.Br.Br.[CH2:49]([N:52]1[CH2:57][CH2:56][NH:55][CH2:54][CH2:53]1)[CH2:50][CH3:51].CCN(C(C)C)C(C)C.Cl, predict the reaction product. The product is: [OH:14][C:13]1[N:12]([C:15]2[CH:23]=[CH:22][C:18]([C:19]([N:55]3[CH2:56][CH2:57][N:52]([CH2:49][CH2:50][CH3:51])[CH2:53][CH2:54]3)=[O:20])=[CH:17][N:16]=2)[N:11]=[CH:10][C:9]=1[C:6]1[CH:7]=[CH:8][C:3]([C:1]#[N:2])=[CH:4][C:5]=1[CH3:24]. (3) Given the reactants Cl.[CH3:2][C:3]1([NH2:9])[CH2:8][CH2:7][O:6][CH2:5][CH2:4]1.C(=O)([O-])[O-].[K+].[K+].[I-].C([N+]1(C)[CH2:24][CH2:23][C:22](=[O:25])[CH2:21][CH2:20]1)C.C([O-])(O)=O.[Na+], predict the reaction product. The product is: [CH3:2][C:3]1([N:9]2[CH2:24][CH2:23][C:22](=[O:25])[CH2:21][CH2:20]2)[CH2:8][CH2:7][O:6][CH2:5][CH2:4]1. (4) Given the reactants Br[C:2]1[C:7]2=[N:8][C:9]([C:12]([NH:14][C:15]3([C:18]#[N:19])[CH2:17][CH2:16]3)=[O:13])=[CH:10][N:11]=[C:6]2[CH:5]=[N:4][CH:3]=1.[Cl:20][C:21]1[CH:26]=[CH:25][C:24](B(O)O)=[CH:23][CH:22]=1.C(=O)([O-])[O-].[Cs+].[Cs+].O1CCOCC1, predict the reaction product. The product is: [Cl:20][C:21]1[CH:26]=[CH:25][C:24]([C:2]2[C:7]3=[N:8][C:9]([C:12]([NH:14][C:15]4([C:18]#[N:19])[CH2:17][CH2:16]4)=[O:13])=[CH:10][N:11]=[C:6]3[CH:5]=[N:4][CH:3]=2)=[CH:23][CH:22]=1. (5) Given the reactants [CH3:1][O:2][C:3]1[C:8]2[N:9]=[C:10]([NH2:12])[S:11][C:7]=2[C:6]([CH:13]2[CH2:18][CH2:17][O:16][CH2:15][CH2:14]2)=[CH:5][CH:4]=1.Cl[C:20](OC1C=CC=CC=1)=[O:21].[CH:29]12[CH2:36][CH2:35][CH:32]([CH2:33][CH2:34]1)[CH2:31][NH:30]2, predict the reaction product. The product is: [CH3:1][O:2][C:3]1[C:8]2[N:9]=[C:10]([NH:12][C:20]([N:30]3[CH2:31][CH:32]4[CH2:35][CH2:36][CH:29]3[CH2:34][CH2:33]4)=[O:21])[S:11][C:7]=2[C:6]([CH:13]2[CH2:18][CH2:17][O:16][CH2:15][CH2:14]2)=[CH:5][CH:4]=1. (6) Given the reactants [CH:1]1([CH:7]([NH:19][C:20]2[CH:25]=[CH:24][C:23]([C:26]([N:28]([CH3:36])[CH2:29][CH2:30][C:31]([O:33][CH2:34][CH3:35])=[O:32])=[O:27])=[CH:22][CH:21]=2)[C:8]2[O:9][C:10]3[CH:17]=[CH:16][C:15]([OH:18])=[CH:14][C:11]=3[C:12]=2[CH3:13])[CH2:6][CH2:5][CH2:4][CH2:3][CH2:2]1.[N:37]1[CH:42]=[CH:41][CH:40]=[CH:39][C:38]=1[CH2:43]O.C(P(CCCC)CCCC)CCC.N(C(N1CCCCC1)=O)=NC(N1CCCCC1)=O, predict the reaction product. The product is: [CH:1]1([CH:7]([NH:19][C:20]2[CH:21]=[CH:22][C:23]([C:26]([N:28]([CH3:36])[CH2:29][CH2:30][C:31]([O:33][CH2:34][CH3:35])=[O:32])=[O:27])=[CH:24][CH:25]=2)[C:8]2[O:9][C:10]3[CH:17]=[CH:16][C:15]([O:18][CH2:43][C:38]4[CH:39]=[CH:40][CH:41]=[CH:42][N:37]=4)=[CH:14][C:11]=3[C:12]=2[CH3:13])[CH2:6][CH2:5][CH2:4][CH2:3][CH2:2]1. (7) Given the reactants [F-].[K+].N#N.I[C:6]1[N:7]=[N:8][C:9]([CH3:12])=[CH:10][CH:11]=1.C[Si](C)(C)[C:15]([F:18])([F:17])[F:16].N, predict the reaction product. The product is: [CH3:12][C:9]1[N:8]=[N:7][C:6]([C:15]([F:18])([F:17])[F:16])=[CH:11][CH:10]=1. (8) Given the reactants [N:1]([CH2:4][C:5]1[CH:28]=[CH:27][C:8]2[C:9]([CH2:12][CH2:13][CH:14]3[CH2:19][CH2:18][N:17]([C:20]([O:22][C:23]([CH3:26])([CH3:25])[CH3:24])=[O:21])[CH2:16][CH2:15]3)=[N:10][O:11][C:7]=2[C:6]=1[CH2:29][O:30][CH:31]1[CH2:36][CH2:35][CH2:34][CH2:33][O:32]1)=[N+]=[N-].C1(P(C2C=CC=CC=2)C2C=CC=CC=2)C=CC=CC=1.N, predict the reaction product. The product is: [NH2:1][CH2:4][C:5]1[CH:28]=[CH:27][C:8]2[C:9]([CH2:12][CH2:13][CH:14]3[CH2:15][CH2:16][N:17]([C:20]([O:22][C:23]([CH3:25])([CH3:26])[CH3:24])=[O:21])[CH2:18][CH2:19]3)=[N:10][O:11][C:7]=2[C:6]=1[CH2:29][O:30][CH:31]1[CH2:36][CH2:35][CH2:34][CH2:33][O:32]1.